From a dataset of Full USPTO retrosynthesis dataset with 1.9M reactions from patents (1976-2016). Predict the reactants needed to synthesize the given product. (1) The reactants are: [CH2:1]([N:3]1[CH2:8][CH2:7][N:6]([C:9]2[CH:16]=[CH:15][C:12]([CH:13]=[O:14])=[CH:11][CH:10]=2)[CH2:5][CH2:4]1)[CH3:2].[BH4-].[Na+]. Given the product [CH2:1]([N:3]1[CH2:8][CH2:7][N:6]([C:9]2[CH:16]=[CH:15][C:12]([CH2:13][OH:14])=[CH:11][CH:10]=2)[CH2:5][CH2:4]1)[CH3:2], predict the reactants needed to synthesize it. (2) Given the product [Br:1][C:2]1[CH:3]=[C:4]([CH:9]=[C:10]([CH2:13][C:14]2[CH:19]=[CH:18][CH:17]=[C:16]([F:20])[CH:15]=2)[C:11]=1[CH3:12])[CH:5]=[O:6], predict the reactants needed to synthesize it. The reactants are: [Br:1][C:2]1[CH:3]=[C:4]([CH:9]=[C:10]([CH2:13][C:14]2[CH:19]=[CH:18][CH:17]=[C:16]([F:20])[CH:15]=2)[C:11]=1[CH3:12])[C:5](OC)=[O:6].CC(C[AlH]CC(C)C)C.CC(OI1(OC(C)=O)(OC(C)=O)OC(=O)C2C=CC=CC1=2)=O.C(=O)(O)[O-].[Na+]. (3) Given the product [NH2:1][C:2]1[C:7]([S:8]([N:15]([CH3:16])[CH3:14])(=[O:10])=[O:9])=[CH:6][C:5]([Br:12])=[CH:4][N:3]=1, predict the reactants needed to synthesize it. The reactants are: [NH2:1][C:2]1[C:7]([S:8](Cl)(=[O:10])=[O:9])=[CH:6][C:5]([Br:12])=[CH:4][N:3]=1.Cl.[CH3:14][NH:15][CH3:16].CCN(C(C)C)C(C)C. (4) Given the product [CH:1]1([CH2:4][O:5][Si:11]([CH3:14])([CH3:13])[CH3:12])[CH2:3][CH2:2]1, predict the reactants needed to synthesize it. The reactants are: [CH:1]1([CH2:4][OH:5])[CH2:3][CH2:2]1.[Li]CCCC.[Si:11](Cl)([CH3:14])([CH3:13])[CH3:12]. (5) The reactants are: [CH3:1][O:2][C:3]1[CH:4]=[C:5]2[C:10](=[CH:11][C:12]=1[O:13][CH3:14])[N:9]=[CH:8][N:7]=[C:6]2[O:15][C:16]1[CH:22]=[CH:21][C:19]([NH2:20])=[C:18]([N+:23]([O-:25])=[O:24])[CH:17]=1.ClC(Cl)(O[C:30](=[O:36])OC(Cl)(Cl)Cl)Cl.[CH2:38]([N:45]1[CH2:49][CH2:48][C@@H:47]([NH2:50])[CH2:46]1)[C:39]1[CH:44]=[CH:43][CH:42]=[CH:41][CH:40]=1.C(=O)([O-])O.[Na+]. Given the product [CH2:38]([N:45]1[CH2:49][CH2:48][C@@H:47]([NH:50][C:30]([NH:20][C:19]2[CH:21]=[CH:22][C:16]([O:15][C:6]3[C:5]4[C:10](=[CH:11][C:12]([O:13][CH3:14])=[C:3]([O:2][CH3:1])[CH:4]=4)[N:9]=[CH:8][N:7]=3)=[CH:17][C:18]=2[N+:23]([O-:25])=[O:24])=[O:36])[CH2:46]1)[C:39]1[CH:40]=[CH:41][CH:42]=[CH:43][CH:44]=1, predict the reactants needed to synthesize it. (6) Given the product [F:16][C:10]([F:17])([C:2]1[C:7]([CH3:8])=[CH:6][CH:5]=[CH:4][N:3]=1)[C:11]([O:13][CH2:14][CH3:15])=[O:12], predict the reactants needed to synthesize it. The reactants are: I[C:2]1[C:7]([CH3:8])=[CH:6][CH:5]=[CH:4][N:3]=1.Br[C:10]([F:17])([F:16])[C:11]([O:13][CH2:14][CH3:15])=[O:12].[Cl-].[NH4+]. (7) The reactants are: [OH-].[Na+].C([O:6][CH2:7][C:8]1[CH:13]=[CH:12][C:11]([O:14][CH2:15][C:16]2[CH:21]=[CH:20][CH:19]=[CH:18][CH:17]=2)=[CH:10][N:9]=1)(=O)C. Given the product [C:16]([CH:7]([C:8]1[CH:13]=[CH:12][C:11]([O:14][CH2:15][C:16]2[CH:17]=[CH:18][CH:19]=[CH:20][CH:21]=2)=[CH:10][N:9]=1)[OH:6])([CH3:21])([CH3:17])[CH3:15], predict the reactants needed to synthesize it.